From a dataset of Full USPTO retrosynthesis dataset with 1.9M reactions from patents (1976-2016). Predict the reactants needed to synthesize the given product. Given the product [CH3:1][C:2]([O:4][C:5]1[S:9][C:8]2[CH2:10][CH2:11][N:12]([CH:14]([C:22]([CH:24]3[CH2:26][CH2:25]3)=[O:23])[C:15]3[C:20]([F:21])=[CH:19][CH:18]=[CH:17][CH:16]=3)[CH2:13][C:7]=2[CH:6]=1)=[O:3].[BrH:27], predict the reactants needed to synthesize it. The reactants are: [CH3:1][C:2]([O:4][C:5]1[S:9][C:8]2[CH2:10][CH2:11][N:12]([CH:14]([C:22]([CH:24]3[CH2:26][CH2:25]3)=[O:23])[C:15]3[CH:16]=[CH:17][CH:18]=[CH:19][C:20]=3[F:21])[CH2:13][C:7]=2[CH:6]=1)=[O:3].[BrH:27].CO.